Dataset: Full USPTO retrosynthesis dataset with 1.9M reactions from patents (1976-2016). Task: Predict the reactants needed to synthesize the given product. (1) Given the product [CH2:6]([O:5][C:3](=[O:4])[CH2:2][C:9]1[CH:18]=[CH:17][C:16]2[C:11](=[CH:12][CH:13]=[CH:14][CH:15]=2)[N:10]=1)[CH3:7], predict the reactants needed to synthesize it. The reactants are: Br[CH2:2][C:3]([O:5][CH2:6][CH3:7])=[O:4].Br[C:9]1[CH:18]=[CH:17][C:16]2[C:11](=[CH:12][CH:13]=[CH:14][CH:15]=2)[N:10]=1.C(OCC)(=O)C.O. (2) Given the product [Cl-:42].[CH3:1][C@@H:2]1[NH:23][C:22](=[O:24])[C@H:21]([CH3:25])[N:20]([CH3:26])[C:19](=[O:27])[C@H:18]2[N:14]([CH2:15][CH2:16][CH2:17]2)[C:13](=[O:28])[C@@H:12]([NH3+:29])[CH2:11][O:10][C:9](=[O:40])[C@H:8]2[N:4]([CH2:5][CH2:6][CH2:7]2)[C:3]1=[O:41], predict the reactants needed to synthesize it. The reactants are: [CH3:1][C@@H:2]1[NH:23][C:22](=[O:24])[C@H:21]([CH3:25])[N:20]([CH3:26])[C:19](=[O:27])[C@H:18]2[N:14]([CH2:15][CH2:16][CH2:17]2)[C:13](=[O:28])[C@@H:12]([NH:29]C(=O)OCC2C=CC=CC=2)[CH2:11][O:10][C:9](=[O:40])[C@H:8]2[N:4]([CH2:5][CH2:6][CH2:7]2)[C:3]1=[O:41].[ClH:42]. (3) Given the product [CH2:14]([C:2]1[S:3][C:4]2[CH:10]=[CH:9][C:8]([C:11]#[N:12])=[CH:7][C:5]=2[N:6]=1)[CH:15]([CH3:18])[CH3:16], predict the reactants needed to synthesize it. The reactants are: Br[C:2]1[S:3][C:4]2[CH:10]=[CH:9][C:8]([C:11]#[N:12])=[CH:7][C:5]=2[N:6]=1.[Br-].[CH3:14][CH:15]([CH3:18])[CH2:16][Zn+].CN1C=CN=C1.ClCCl.